This data is from Forward reaction prediction with 1.9M reactions from USPTO patents (1976-2016). The task is: Predict the product of the given reaction. (1) Given the reactants [C:1]([O:8][CH2:9][CH3:10])(=[O:7])[C:2]([O:4]CC)=O.[O-]CC.[Na+].[CH3:15][C:16]1[CH:17]=[CH:18][C:19]([C:22](=[O:24])[CH3:23])=[N:20][CH:21]=1.O, predict the reaction product. The product is: [CH3:15][C:16]1[CH:17]=[CH:18][C:19]([C:22](=[O:24])[CH2:23][C:2](=[O:4])[C:1]([O:8][CH2:9][CH3:10])=[O:7])=[N:20][CH:21]=1. (2) Given the reactants C(OC([N:8]1[CH2:12][CH2:11][CH2:10][C@H:9]1[CH2:13][O:14][C:15]1[CH:20]=[CH:19][C:18]([O:21][C:22]2[CH:27]=[CH:26][C:25]([CH3:28])=[CH:24][CH:23]=2)=[CH:17][CH:16]=1)=O)(C)(C)C.[ClH:29], predict the reaction product. The product is: [ClH:29].[C:25]1([CH3:28])[CH:24]=[CH:23][C:22]([O:21][C:18]2[CH:19]=[CH:20][C:15]([O:14][CH2:13][C@@H:9]3[CH2:10][CH2:11][CH2:12][NH:8]3)=[CH:16][CH:17]=2)=[CH:27][CH:26]=1.[C:25]1([CH3:28])[CH:24]=[CH:23][C:22]([O:21][C:18]2[CH:19]=[CH:20][C:15]([O:14][CH2:13][C@@H:9]3[CH2:10][CH2:11][CH2:12][NH:8]3)=[CH:16][CH:17]=2)=[CH:27][CH:26]=1.